Dataset: Forward reaction prediction with 1.9M reactions from USPTO patents (1976-2016). Task: Predict the product of the given reaction. Given the reactants [CH3:1][O:2][C:3]1[CH:11]=[CH:10][C:6]([C:7](O)=[O:8])=[CH:5][C:4]=1[S:12](=[O:23])(=[O:22])[NH:13][CH2:14][CH2:15][N:16]1[CH2:21][CH2:20][O:19][CH2:18][CH2:17]1.[CH:24](/[C:37]1[CH:42]=[CH:41][C:40]([NH2:43])=[CH:39][C:38]=1[S:44]([OH:47])(=[O:46])=[O:45])=[CH:25]\[C:26]1[CH:31]=[CH:30][C:29]([NH2:32])=[CH:28][C:27]=1[S:33]([OH:36])(=[O:35])=[O:34], predict the reaction product. The product is: [CH:24](/[C:37]1[CH:42]=[CH:41][C:40]([NH:43][C:7](=[O:8])[C:6]2[CH:10]=[CH:11][C:3]([O:2][CH3:1])=[C:4]([S:12]([NH:13][CH2:14][CH2:15][N:16]3[CH2:21][CH2:20][O:19][CH2:18][CH2:17]3)(=[O:23])=[O:22])[CH:5]=2)=[CH:39][C:38]=1[S:44]([OH:47])(=[O:45])=[O:46])=[CH:25]\[C:26]1[CH:31]=[CH:30][C:29]([NH:32][C:7](=[O:8])[C:6]2[CH:10]=[CH:11][C:3]([O:2][CH3:1])=[C:4]([S:12]([NH:13][CH2:14][CH2:15][N:16]3[CH2:21][CH2:20][O:19][CH2:18][CH2:17]3)(=[O:23])=[O:22])[CH:5]=2)=[CH:28][C:27]=1[S:33]([OH:36])(=[O:34])=[O:35].